Dataset: Reaction yield outcomes from USPTO patents with 853,638 reactions. Task: Predict the reaction yield, written as a fraction of the theoretical maximum amount of product (1.0 means a 100% yield; for example, 0.34 means a 34% yield). (1) The reactants are [OH:1][C:2]1[CH:3]=[CH:4][C:5]([N+:10]([O-:12])=[O:11])=[C:6]([CH:9]=1)[CH:7]=[O:8].OO.[OH:15]S(O)(=O)=O. The catalyst is [OH-].[Na+]. The product is [OH:1][C:2]1[CH:3]=[CH:4][C:5]([N+:10]([O-:12])=[O:11])=[C:6]([CH:9]=1)[C:7]([OH:15])=[O:8]. The yield is 0.940. (2) The reactants are [C:1]1([P:7]([C:14]2[CH:19]=[CH:18][CH:17]=[CH:16][CH:15]=2)[C:8]2[CH:13]=[CH:12][CH:11]=[CH:10][CH:9]=2)[CH:6]=[CH:5][CH:4]=[CH:3][CH:2]=1.Br[CH:21]([CH3:27])[C:22]([O:24][CH2:25][CH3:26])=[O:23]. The yield is 0.750. The product is [CH2:25]([O:24][C:22](=[O:23])[C:21](=[P:7]([C:1]1[CH:2]=[CH:3][CH:4]=[CH:5][CH:6]=1)([C:8]1[CH:13]=[CH:12][CH:11]=[CH:10][CH:9]=1)[C:14]1[CH:15]=[CH:16][CH:17]=[CH:18][CH:19]=1)[CH3:27])[CH3:26]. The catalyst is C(OCC)(=O)C. (3) The reactants are [N:1]([CH2:4][CH2:5][NH:6][C:7](=[O:21])[CH2:8][CH2:9][CH2:10][CH2:11][CH2:12][CH2:13]CCCCCCC)=[N+:2]=[N-:3].[I:22]C1C=CC=CC=1C(Cl)=O.N(CCN)=[N+]=[N-].C(N(CC)CC)C. The catalyst is ClCCl. The product is [N:1]([CH2:4][CH2:5][NH:6][C:7](=[O:21])[C:8]1[CH:9]=[CH:10][CH:11]=[CH:12][C:13]=1[I:22])=[N+:2]=[N-:3]. The yield is 0.740. (4) The reactants are [CH3:1][O:2][C:3](=[O:20])[C:4]1[CH:9]=[C:8]([N+:10]([O-])=O)[CH:7]=[C:6]([C:13]2[CH:18]=[CH:17][C:16]([CH3:19])=[CH:15][N:14]=2)[CH:5]=1.Cl[Sn]Cl. The catalyst is CO. The product is [CH3:1][O:2][C:3](=[O:20])[C:4]1[CH:5]=[C:6]([C:13]2[CH:18]=[CH:17][C:16]([CH3:19])=[CH:15][N:14]=2)[CH:7]=[C:8]([NH2:10])[CH:9]=1. The yield is 1.00. (5) The reactants are CC(C)([O-])C.[Na+].[C:7]1([S:13]([N:16]2[C:21]3[CH:22]=[C:23]([Cl:27])[CH:24]=[C:25](Br)[C:20]=3[O:19][CH2:18][CH2:17]2)(=[O:15])=[O:14])[CH:12]=[CH:11][CH:10]=[CH:9][CH:8]=1.[C:28]([O:32][C:33]([N:35]1[CH2:40][CH2:39][NH:38][CH2:37][CH2:36]1)=[O:34])([CH3:31])([CH3:30])[CH3:29]. The catalyst is C1(C)C=CC=CC=1.C(OCC)(=O)C.C1C=CC(/C=C/C(/C=C/C2C=CC=CC=2)=O)=CC=1.C1C=CC(/C=C/C(/C=C/C2C=CC=CC=2)=O)=CC=1.C1C=CC(/C=C/C(/C=C/C2C=CC=CC=2)=O)=CC=1.[Pd].[Pd].C1(P(C2C=CC=CC=2)C2C=CC3C(=CC=CC=3)C=2C2C3C(=CC=CC=3)C=CC=2P(C2C=CC=CC=2)C2C=CC=CC=2)C=CC=CC=1. The product is [C:28]([O:32][C:33]([N:35]1[CH2:40][CH2:39][N:38]([C:25]2[C:20]3[O:19][CH2:18][CH2:17][N:16]([S:13]([C:7]4[CH:12]=[CH:11][CH:10]=[CH:9][CH:8]=4)(=[O:15])=[O:14])[C:21]=3[CH:22]=[C:23]([Cl:27])[CH:24]=2)[CH2:37][CH2:36]1)=[O:34])([CH3:31])([CH3:29])[CH3:30]. The yield is 0.750. (6) The reactants are Cl[C:2]1[CH:3]=[CH:4][C:5]2[O:14][CH2:13][CH2:12][C:11]3[CH:10]=[C:9]([C:15]4[N:16]([C:20]5[CH:25]=[CH:24][C:23]([F:26])=[CH:22][C:21]=5[F:27])[N:17]=[CH:18][N:19]=4)[S:8][C:7]=3[C:6]=2[N:28]=1.C[C:30]1[C:35](B2OC(C)(C)C(C)(C)O2)=[CH:34][N:33]=[C:32]([N:45]2[CH2:50][CH2:49][O:48][CH2:47][CH2:46]2)[CH:31]=1.[C:51]([O-])([O-])=O.[Cs+].[Cs+]. The catalyst is C1C=CC(P(C2C=CC=CC=2)[C-]2C=CC=C2)=CC=1.C1C=CC(P(C2C=CC=CC=2)[C-]2C=CC=C2)=CC=1.Cl[Pd]Cl.[Fe+2].CC#N.O. The product is [F:27][C:21]1[CH:22]=[C:23]([F:26])[CH:24]=[CH:25][C:20]=1[N:16]1[C:15]([C:9]2[S:8][C:7]3[C:6]4[N:28]=[C:2]([C:35]5[CH:34]=[N:33][C:32]([N:45]6[CH2:46][CH2:47][O:48][CH2:49][CH2:50]6)=[C:31]([CH3:51])[CH:30]=5)[CH:3]=[CH:4][C:5]=4[O:14][CH2:13][CH2:12][C:11]=3[CH:10]=2)=[N:19][CH:18]=[N:17]1. The yield is 0.380. (7) The reactants are C(NC(C)C)(C)C.[CH2:8]([O:10][C:11]([CH:13]1[CH2:18][CH2:17][N:16]([CH2:19][C:20]2[CH:25]=[CH:24][CH:23]=[CH:22][CH:21]=2)[CH2:15][CH2:14]1)=[O:12])[CH3:9].Br[CH2:27][CH2:28][O:29][CH3:30]. The catalyst is C1COCC1.CCCCCC.C(OCC)(=O)C. The product is [CH2:8]([O:10][C:11]([C:13]1([CH2:27][CH2:28][O:29][CH3:30])[CH2:14][CH2:15][N:16]([CH2:19][C:20]2[CH:21]=[CH:22][CH:23]=[CH:24][CH:25]=2)[CH2:17][CH2:18]1)=[O:12])[CH3:9]. The yield is 0.840. (8) The reactants are [Cl:1][C:2]1[CH:7]=[CH:6][N:5]=[C:4]2[CH:8]=[C:9](I)[O:10][C:3]=12.[F:12][C:13]1[CH:18]=[CH:17][C:16](B(O)O)=[CH:15][CH:14]=1.C1(P(C2CCCCC2)C2C=CC=CC=2C2C(OC)=CC=CC=2OC)CCCCC1.C(=O)([O-])[O-].[K+].[K+]. The catalyst is O1CCOCC1.C([O-])(=O)C.[Pd+2].C([O-])(=O)C.O. The product is [Cl:1][C:2]1[CH:7]=[CH:6][N:5]=[C:4]2[CH:8]=[C:9]([C:16]3[CH:17]=[CH:18][C:13]([F:12])=[CH:14][CH:15]=3)[O:10][C:3]=12. The yield is 0.570. (9) The reactants are C([N:8]1[CH:12]=[C:11]([C:13]2[CH:18]=[CH:17][C:16]([NH:19][C:20](=[O:34])[C@H:21]([NH:26]C(=O)OC(C)(C)C)[CH2:22][CH:23]([CH3:25])[CH3:24])=[CH:15][C:14]=2[O:35][CH:36]([F:38])[F:37])[CH:10]=[N:9]1)C1C=CC=CC=1.C([O-])=O.[NH4+].C(O)(C(F)(F)F)=O. The catalyst is C(O)C.[Pd]. The product is [NH2:26][CH:21]([CH2:22][CH:23]([CH3:25])[CH3:24])[C:20]([NH:19][C:16]1[CH:17]=[CH:18][C:13]([C:11]2[CH:12]=[N:8][NH:9][CH:10]=2)=[C:14]([O:35][CH:36]([F:37])[F:38])[CH:15]=1)=[O:34]. The yield is 0.190.